From a dataset of Reaction yield outcomes from USPTO patents with 853,638 reactions. Predict the reaction yield, written as a fraction of the theoretical maximum amount of product (1.0 means a 100% yield; for example, 0.34 means a 34% yield). (1) The reactants are [NH2:1][C:2]1[CH:10]=[CH:9][C:8]([C:11]([O:13][CH3:14])=[O:12])=[CH:7][C:3]=1[C:4]([OH:6])=O.Cl.Cl.[CH3:17][C:18]1([CH3:35])[CH2:22][C:21]2([CH2:27][CH2:26][CH2:25][N:24]([CH:28]3[CH2:33][CH2:32][NH:31][CH2:30][CH2:29]3)[CH2:23]2)[C:20](=[O:34])[O:19]1.C(OC(C)C)(C)C. No catalyst specified. The product is [NH2:1][C:2]1[CH:10]=[CH:9][C:8]([C:11]([O:13][CH3:14])=[O:12])=[CH:7][C:3]=1[C:4]([N:31]1[CH2:32][CH2:33][CH:28]([N:24]2[CH2:25][CH2:26][CH2:27][C:21]3([C:20](=[O:34])[O:19][C:18]([CH3:17])([CH3:35])[CH2:22]3)[CH2:23]2)[CH2:29][CH2:30]1)=[O:6]. The yield is 0.720. (2) The reactants are [F:1][C:2]([F:15])([C:9]1[CH:14]=[CH:13][CH:12]=[CH:11][CH:10]=1)[CH2:3][O:4][CH2:5][CH2:6][CH:7]=[O:8].[C:16]1(CCCCOCCC(O)CCC=C)[CH:21]=CC=[CH:18][CH:17]=1. No catalyst specified. The product is [F:1][C:2]([F:15])([C:9]1[CH:14]=[CH:13][CH:12]=[CH:11][CH:10]=1)[CH2:3][O:4][CH2:5][CH2:6][CH:7]([OH:8])[CH2:18][CH2:17][CH:16]=[CH2:21]. The yield is 0.530. (3) The reactants are CC([PH+](C(C)(C)C)CCCS([O-])(=O)=O)(C)C.Br[C:18]1[CH:39]=[C:38]2[C:21]([CH2:22][C:23]3([C:31]42[N:35]=[C:34]([NH2:36])[C:33]([CH3:37])=[N:32]4)[CH2:28][CH2:27][C:26]([F:30])([F:29])[CH2:25][CH2:24]3)=[CH:20][CH:19]=1.[Cl:40][C:41]1[CH:42]=[C:43](B(O)O)[CH:44]=[N:45][CH:46]=1.C([O-])([O-])=O.[K+].[K+]. The catalyst is CC1CCCO1.[Na+].[Na+].Cl[Pd+2](Cl)(Cl)Cl.O. The product is [Cl:40][C:41]1[CH:42]=[C:43]([C:18]2[CH:39]=[C:38]3[C:21]([CH2:22][C:23]4([C:31]53[N:35]=[C:34]([NH2:36])[C:33]([CH3:37])=[N:32]5)[CH2:24][CH2:25][C:26]([F:30])([F:29])[CH2:27][CH2:28]4)=[CH:20][CH:19]=2)[CH:44]=[N:45][CH:46]=1. The yield is 0.380. (4) The reactants are F[C:2]1[CH:3]=[C:4]2[C:9](=[CH:10][C:11]=1[N+:12]([O-:14])=[O:13])[NH:8][C:7](=[O:15])[N:6]([NH:16][S:17]([CH3:20])(=[O:19])=[O:18])[C:5]2=[O:21].[NH:22]1[CH2:26][CH2:25][CH2:24][CH2:23]1. No catalyst specified. The product is [N+:12]([C:11]1[CH:10]=[C:9]2[C:4]([C:5](=[O:21])[N:6]([NH:16][S:17]([CH3:20])(=[O:19])=[O:18])[C:7](=[O:15])[NH:8]2)=[CH:3][C:2]=1[N:22]1[CH2:26][CH2:25][CH2:24][CH2:23]1)([O-:14])=[O:13]. The yield is 0.350. (5) The reactants are [Br:1][C:2]1[CH:7]=[CH:6][CH:5]=[CH:4][C:3]=1[SH:8].Br[CH2:10][C:11]([O:13][CH3:14])=[O:12].N1C=CC=CC=1. The catalyst is CS(C)=O.C(OCC)(=O)C. The product is [CH3:14][O:13][C:11](=[O:12])[CH2:10][S:8][C:3]1[CH:4]=[CH:5][CH:6]=[CH:7][C:2]=1[Br:1]. The yield is 0.930. (6) The reactants are [F:1][C:2]([F:7])([F:6])[C:3]([OH:5])=[O:4].Br[C:9]1[CH:10]=[N:11][CH:12]=[C:13]([O:15][CH:16]2[CH2:19][C:18]([F:21])([F:20])[CH2:17]2)[CH:14]=1.[Cl-].[C:23]([O:27][C:28](=[O:31])[CH2:29][Zn+])([CH3:26])([CH3:25])[CH3:24].CCOCC. The catalyst is C1COCC1.C1C=CC(/C=C/C(/C=C/C2C=CC=CC=2)=O)=CC=1.C1C=CC(/C=C/C(/C=C/C2C=CC=CC=2)=O)=CC=1.C1C=CC(/C=C/C(/C=C/C2C=CC=CC=2)=O)=CC=1.[Pd].[Pd].CC(C1C=C(C(C)C)C(C2C=CC=CC=2P(C2CCCCC2)C2CCCCC2)=C(C(C)C)C=1)C. The product is [F:1][C:2]([F:7])([F:6])[C:3]([OH:5])=[O:4].[F:20][C:18]1([F:21])[CH2:19][CH:16]([O:15][C:13]2[CH:14]=[C:9]([CH2:29][C:28]([O:27][C:23]([CH3:26])([CH3:25])[CH3:24])=[O:31])[CH:10]=[N:11][CH:12]=2)[CH2:17]1. The yield is 0.690. (7) The reactants are C([O:8][CH2:9][CH2:10][CH2:11][O:12][C:13]1[CH:14]=[CH:15][C:16]([F:32])=[C:17]2[C:22]=1[NH:21][CH:20]=[C:19]([C:23]1[CH:28]=[CH:27][C:26]([O:29][CH3:30])=[CH:25][CH:24]=1)[C:18]2=[O:31])C1C=CC=CC=1. The catalyst is [C].[Pd].C(O)C. The product is [F:32][C:16]1[CH:15]=[CH:14][C:13]([O:12][CH2:11][CH2:10][CH2:9][OH:8])=[C:22]2[C:17]=1[C:18](=[O:31])[C:19]([C:23]1[CH:24]=[CH:25][C:26]([O:29][CH3:30])=[CH:27][CH:28]=1)=[CH:20][NH:21]2. The yield is 0.530.